Dataset: Catalyst prediction with 721,799 reactions and 888 catalyst types from USPTO. Task: Predict which catalyst facilitates the given reaction. (1) Reactant: Br[C:2]1[CH:11]=[C:10]2[C:5]([CH:6]=[C:7]([Cl:12])[N:8]=[CH:9]2)=[CH:4][CH:3]=1.[Cu][C:14]#[N:15].CN(C=O)C. Product: [Cl:12][C:7]1[N:8]=[CH:9][C:10]2[C:5]([CH:6]=1)=[CH:4][CH:3]=[C:2]([C:14]#[N:15])[CH:11]=2. The catalyst class is: 25. (2) Reactant: [CH3:1][N:2]1[CH:6]=[CH:5][CH:4]=[CH:3]1.[Cl:7][C:8]([Cl:13])([Cl:12])[C:9](Cl)=[O:10].C(=O)([O-])O.[Na+]. Product: [Cl:7][C:8]([Cl:13])([Cl:12])[C:9]([C:3]1[N:2]([CH3:1])[CH:6]=[CH:5][CH:4]=1)=[O:10]. The catalyst class is: 2. (3) Reactant: [F:1][C:2]1[CH:9]=[C:8]([CH:10]=[O:11])[CH:7]=[C:6]([F:12])[C:3]=1[C:4]#[N:5].[BH4-].[Na+]. Product: [F:1][C:2]1[CH:9]=[C:8]([CH2:10][OH:11])[CH:7]=[C:6]([F:12])[C:3]=1[C:4]#[N:5]. The catalyst class is: 5. (4) Reactant: [OH:1][OH:2].[C:3](Cl)(=[O:7])[CH:4]([CH3:6])[CH3:5]. Product: [C:3]([O:1][O:2][C:3](=[O:7])[CH:4]([CH3:6])[CH3:5])(=[O:7])[CH:4]([CH3:6])[CH3:5]. The catalyst class is: 6. (5) The catalyst class is: 24. Reactant: C(OC(=O)[O:5][C:6]1[CH:11]=[C:10]([N+:12]([O-:14])=[O:13])[C:9]([F:15])=[CH:8][C:7]=1[Cl:16])C.C(=O)(O)[O-].[Na+]. Product: [Cl:16][C:7]1[CH:8]=[C:9]([F:15])[C:10]([N+:12]([O-:14])=[O:13])=[CH:11][C:6]=1[OH:5]. (6) Reactant: Cl[C:2]1[CH:7]=[C:6]([Cl:8])[N:5]=[CH:4][N:3]=1.[C:9]([O:13][C:14]([N:16]1[CH2:21][CH2:20][NH:19][CH2:18][CH2:17]1)=[O:15])([CH3:12])([CH3:11])[CH3:10]. Product: [C:9]([O:13][C:14]([N:16]1[CH2:21][CH2:20][N:19]([C:2]2[CH:7]=[C:6]([Cl:8])[N:5]=[CH:4][N:3]=2)[CH2:18][CH2:17]1)=[O:15])([CH3:12])([CH3:10])[CH3:11]. The catalyst class is: 12.